This data is from Full USPTO retrosynthesis dataset with 1.9M reactions from patents (1976-2016). The task is: Predict the reactants needed to synthesize the given product. Given the product [Cl:1][C:2]1[CH:7]=[C:6]([Cl:8])[CH:5]=[CH:4][C:3]=1[C:9]1[N:10]=[C:11]([CH2:28][CH3:29])[C:12]([NH:17][CH:18]2[C:26]3[C:25](=[N:32][CH:19]=[CH:20][CH:21]=3)[CH2:24][CH2:23]2)=[N:13][C:14]=1[CH2:15][CH3:16], predict the reactants needed to synthesize it. The reactants are: [Cl:1][C:2]1[CH:7]=[C:6]([Cl:8])[CH:5]=[CH:4][C:3]=1[C:9]1[N:10]=[C:11]([CH2:28][CH3:29])[C:12]([NH:17][C@@H:18]2[C:26]3[C:21](=C[CH:23]=[CH:24][CH:25]=3)[CH2:20][C@@H:19]2O)=[N:13][C:14]=1[CH2:15][CH3:16].BrC1[N:32]=C(CC)C(NC2C3C(=NC=CC=3)CC2)=NC=1CC.